From a dataset of Drug-target binding data from BindingDB using IC50 measurements. Regression. Given a target protein amino acid sequence and a drug SMILES string, predict the binding affinity score between them. We predict pIC50 (pIC50 = -log10(IC50 in M); higher means more potent). Dataset: bindingdb_ic50. (1) The small molecule is CC(C)=CCC/C(C)=C/CC/C(C)=C/COP(=O)(O)OP(=O)(O)Cc1cccc(C(=O)c2ccccc2)c1. The target protein (P29703) has sequence MEEYDYSDVKPLPIETDLQDELCRIMYTEDYKRLMGLARALISLNELSPRALQLTAEIIDVAPAFYTIWNYRFNIVRHMMSESEDTVLYLNKELDWLDEVTLNNPKNYQIWSYRQSLLKLHPSPSFKRELPILKLMIDDDSKNYHVWSYRKWCCLFFSDFQHELAYASDLIETDIYNNSAWTHRMFYWVNAKDVISKVELADELQFIMDKIQLVPQNISPWTYLRGFQELFHDRLQWDSKVVDFATTFIGDVLSLPIGSPEDLPEIESSYALEFLAYHWGADPCTRDNAVKAYSLLAIKYDPIRKNLWHHKINNLN. The pIC50 is 5.2. (2) The small molecule is NC1=N[C@@]2(c3cc(NC(=O)c4cnc(CF)cn4)ccc3F)CO[C@H](C(F)(F)F)[C@H]2CS1. The target protein (P56819) has sequence MAPALRWLLLWVGSGMLPAQGTHLGIRLPLRSGLAGPPLGLRLPRETDEEPEEPGRRGSFVEMVDNLRGKSGQGYYVEMTVGSPPQTLNILVDTGSSNFAVGAAPHPFLHRYYQRQLSSTYRDLRKSVYVPYTQGKWEGELGTDLVSIPHGPNVTVRANIAAITESDKFFINGSNWEGILGLAYAEIARPDDSLEPFFDSLVKQTHIPNIFSLQLCGAGFPLNQTEALASVGGSMIIGGIDHSLYTGSLWYTPIRREWYYEVIIVRVEINGQDLKMDCKEYNYDKSIVDSGTTNLRLPKKVFEAAVKSIKAASSTEKFPDGFWLGEQLVCWQAGTTPWNIFPVISLYLMGEVTNQSFRITILPQQYLRPVEDVATSQDDCYKFAVSQSSTGTVMGAVIMEGFYVVFDRARKRIGFAVSACHVHDEFRTAAVEGPFVTADMEDCGYNIPQTDESTLMTIAYVMAAICALFMLPLCLMVCQWRCLRCLRHQHDDFADDISLL.... The pIC50 is 8.2. (3) The small molecule is C[C@@H]1CC(Cn2ccc3cc(-c4cn[nH]c4)ccc32)CN1S(=O)(=O)c1ccccc1. The target protein sequence is MERIVICLMVIFLGTLVHKSSSQGQDRHMIRMRQLIDIVDQLKNYVNDLVPEFLPAPEDVETNCEWSAFSCFQKAQLKSANTGNNERIINVSIKKLKRKPPSTNAGRRQKHRLTCPSCDSYEKKPPKEFLERFKSLLQKMIHQHLSSRTHGSEDS. The pIC50 is 5.0. (4) The compound is CCOC(=O)N1CCN(C(=O)CSCC(=O)Nc2nc(-c3ccc(-c4ccccc4)cc3)cs2)CC1. The target protein (P24468) has sequence MAMVVSTWRDPQDEVPGSQGSQASQAPPVPGPPPGAPHTPQTPGQGGPASTPAQTAAGGQGGPGGPGSDKQQQQQHIECVVCGDKSSGKHYGQFTCEGCKSFFKRSVRRNLSYTCRANRNCPIDQHHRNQCQYCRLKKCLKVGMRREAVQRGRMPPTQPTHGQFALTNGDPLNCHSYLSGYISLLLRAEPYPTSRFGSQCMQPNNIMGIENICELAARMLFSAVEWARNIPFFPDLQITDQVALLRLTWSELFVLNAAQCSMPLHVAPLLAAAGLHASPMSADRVVAFMDHIRIFQEQVEKLKALHVDSAEYSCLKAIVLFTSDACGLSDVAHVESLQEKSQCALEEYVRSQYPNQPTRFGKLLLRLPSLRTVSSSVIEQLFFVRLVGKTPIETLIRDMLLSGSSFNWPYMAIQ. The pIC50 is 5.2. (5) The compound is CCOC(=O)C(=O)Nc1nc2ccc([N+](=O)[O-])cc2s1. The target protein (P9WMN1) has sequence MLRVAVPNKGALSEPATEILAEAGYRRRTDSKDLTVIDPVNNVEFFFLRPKDIAIYVGSGELDFGITGRDLVCDSGAQVRERLALGFGSSSFRYAAPAGRNWTTADLAGMRIATAYPNLVRKDLATKGIEATVIRLDGAVEISVQLGVADAIADVVGSGRTLSQHDLVAFGEPLCDSEAVLIERAGTDGQDQTEARDQLVARVQGVVFGQQYLMLDYDCPRSALKKATAITPGLESPTIAPLADPDWVAIRALVPRRDVNGIMDELAAIGAKAILASDIRFCRF. The pIC50 is 4.9.